This data is from Full USPTO retrosynthesis dataset with 1.9M reactions from patents (1976-2016). The task is: Predict the reactants needed to synthesize the given product. (1) Given the product [CH3:32][O:31][C:29]([NH:1][CH:2]1[CH2:7][CH2:6][N:5]([C:8]2[CH:13]=[CH:12][C:11]([N:14]3[CH2:18][C@H:17]([CH2:19][O:20][C:21]4[CH:25]=[CH:24][O:23][N:22]=4)[O:16][C:15]3=[O:26])=[CH:10][C:9]=2[F:27])[CH2:4][CH2:3]1)=[O:30], predict the reactants needed to synthesize it. The reactants are: [NH2:1][CH:2]1[CH2:7][CH2:6][N:5]([C:8]2[CH:13]=[CH:12][C:11]([N:14]3[CH2:18][C@H:17]([CH2:19][O:20][C:21]4[CH:25]=[CH:24][O:23][N:22]=4)[O:16][C:15]3=[O:26])=[CH:10][C:9]=2[F:27])[CH2:4][CH2:3]1.Cl[C:29]([O:31][CH3:32])=[O:30]. (2) Given the product [OH:3][NH:4][C:5](=[O:34])[CH:6]([CH2:16][S:17]([C:20]1[CH:21]=[CH:22][C:23]([CH:26]([OH:33])[C:27]2[CH:32]=[CH:31][CH:30]=[CH:29][CH:28]=2)=[CH:24][CH:25]=1)(=[O:18])=[O:19])[CH2:7][CH2:8][CH2:9][C:10]1[CH:11]=[CH:12][CH:13]=[CH:14][CH:15]=1, predict the reactants needed to synthesize it. The reactants are: [BH4-].[Na+].[OH:3][NH:4][C:5](=[O:34])[CH:6]([CH2:16][S:17]([C:20]1[CH:25]=[CH:24][C:23]([C:26](=[O:33])[C:27]2[CH:32]=[CH:31][CH:30]=[CH:29][CH:28]=2)=[CH:22][CH:21]=1)(=[O:19])=[O:18])[CH2:7][CH2:8][CH2:9][C:10]1[CH:15]=[CH:14][CH:13]=[CH:12][CH:11]=1. (3) Given the product [CH3:1][N:2]([CH2:19][C:18]1[CH:21]=[CH:22][C:15]([O:14][CH3:13])=[CH:16][CH:17]=1)[C:3]1[CH:8]=[CH:7][C:6]([Br:9])=[CH:5][C:4]=1[CH3:10], predict the reactants needed to synthesize it. The reactants are: [CH3:1][NH:2][C:3]1[CH:8]=[CH:7][C:6]([Br:9])=[CH:5][C:4]=1[CH3:10].[H-].[Na+].[CH3:13][O:14][C:15]1[CH:22]=[CH:21][C:18]([CH2:19]Cl)=[CH:17][CH:16]=1. (4) The reactants are: Br[CH2:2][CH2:3][CH2:4][N:5]1[C:13]([S:14][C:15]2[C:23]([I:24])=[CH:22][C:18]3[O:19][CH2:20][O:21][C:17]=3[CH:16]=2)=[N:12][C:11]2[C:6]1=[N:7][CH:8]=[N:9][C:10]=2[NH2:25].[NH2:26][CH2:27][CH2:28][CH2:29][O:30][CH2:31][CH2:32][O:33][CH2:34][CH2:35][O:36][CH2:37][CH2:38][O:39][CH2:40][CH2:41][O:42][CH2:43][CH2:44][CH2:45][NH2:46]. Given the product [NH2:25][C:10]1[N:9]=[CH:8][N:7]=[C:6]2[C:11]=1[N:12]=[C:13]([S:14][C:15]1[C:23]([I:24])=[CH:22][C:18]3[O:19][CH2:20][O:21][C:17]=3[CH:16]=1)[N:5]2[CH2:4][CH2:3][CH2:2][NH:46][CH2:45][CH2:44][CH2:43][O:42][CH2:41][CH2:40][O:39][CH2:38][CH2:37][O:36][CH2:35][CH2:34][O:33][CH2:32][CH2:31][O:30][CH2:29][CH2:28][CH2:27][NH2:26], predict the reactants needed to synthesize it. (5) Given the product [C:73]([O:72][CH2:71][C@@H:15]([O:14][C:1](=[O:13])[CH2:2][CH2:3][CH2:4][CH2:5][CH2:6][CH2:7][CH2:8][CH2:9][CH2:10][CH2:11][CH3:12])[CH2:16][S:17][CH2:18][C@H:19]([NH2:53])[C:20]([NH:21][CH2:22][CH2:23][CH2:24][CH2:88][CH2:87][NH2:86])=[O:52])(=[O:85])[CH2:74][CH2:75][CH2:76][CH2:77][CH2:78][CH2:79][CH2:80][CH2:81][CH2:82][CH2:83][CH3:84], predict the reactants needed to synthesize it. The reactants are: [C:1]([O:14][C@H:15]([CH2:71][O:72][C:73](=[O:85])[CH2:74][CH2:75][CH2:76][CH2:77][CH2:78][CH2:79][CH2:80][CH2:81][CH2:82][CH2:83][CH3:84])[CH2:16][S:17][CH2:18][C@H:19]([NH:53]C(OCC1C2C=CC=CC=2C2C1=CC=CC=2)=O)[C:20](=[O:52])[NH:21][CH2:22][CH2:23][CH2:24]OCCCCOCCCNC(=O)OCC1C2C=CC=CC=2C2C1=CC=CC=2)(=[O:13])[CH2:2][CH2:3][CH2:4][CH2:5][CH2:6][CH2:7][CH2:8][CH2:9][CH2:10][CH2:11][CH3:12].[NH:86]1CCC[CH2:88][CH2:87]1. (6) Given the product [N:25]([CH2:19][C@@H:17]1[O:16][C:15](=[O:24])[N:14]([C:4]2[CH:5]=[CH:6][C:7]([N:8]3[CH:12]=[C:11]([CH3:13])[N:10]=[N:9]3)=[C:2]([F:1])[CH:3]=2)[CH2:18]1)=[N+:26]=[N-:27], predict the reactants needed to synthesize it. The reactants are: [F:1][C:2]1[CH:3]=[C:4]([N:14]2[CH2:18][C@H:17]([CH2:19]S(C)(=O)=O)[O:16][C:15]2=[O:24])[CH:5]=[CH:6][C:7]=1[N:8]1[CH:12]=[C:11]([CH3:13])[N:10]=[N:9]1.[N-:25]=[N+:26]=[N-:27].[Na+]. (7) Given the product [Cl:1][C:2]1[CH:3]=[CH:4][C:5]2[NH:11][C:10](=[O:23])[CH:9]([CH2:24][N:25]3[C:29]([CH2:30][CH2:31][C:32]([O:34][CH2:35][CH3:36])=[O:33])=[N:28][N:27]=[N:26]3)[CH2:8][CH:7]([C:37]3[CH:42]=[CH:41][CH:40]=[C:39]([O:43][CH3:44])[C:38]=3[O:45][CH3:46])[C:6]=2[CH:47]=1, predict the reactants needed to synthesize it. The reactants are: [Cl:1][C:2]1[CH:3]=[CH:4][C:5]2[N:11](CC3C=CC(OC)=CC=3OC)[C:10](=[O:23])[CH:9]([CH2:24][N:25]3[C:29]([CH2:30][CH2:31][C:32]([O:34][CH2:35][CH3:36])=[O:33])=[N:28][N:27]=[N:26]3)[CH2:8][CH:7]([C:37]3[CH:42]=[CH:41][CH:40]=[C:39]([O:43][CH3:44])[C:38]=3[O:45][CH3:46])[C:6]=2[CH:47]=1.[N+]([O-])(O)=O.[N+]([O-])(O)=O.[N+]([O-])(O)=O.[N+]([O-])(O)=O.[N+]([O-])(O)=O.[N+]([O-])(O)=O.[Ce].C(=O)(O)[O-].[Na+].C(OCC)(=O)C.